From a dataset of Reaction yield outcomes from USPTO patents with 853,638 reactions. Predict the reaction yield, written as a fraction of the theoretical maximum amount of product (1.0 means a 100% yield; for example, 0.34 means a 34% yield). (1) The reactants are [CH:1]1([S:6]([C:8]2[CH:9]=[C:10]([CH3:17])[CH:11]=[CH:12][C:13]=2[N+:14]([O-])=O)=[O:7])[CH2:5][CH2:4][CH2:3][CH2:2]1.C1C=C(Cl)C=C([C:25]([O:27]O)=O)C=1.C1(S(C2C=C(C)C=CC=2N)=O)CCCC1.[NH2:44][C:45]1[S:46][CH:47]=[CH:48][N:49]=1. No catalyst specified. The product is [CH:1]1([S:6]([C:8]2[CH:9]=[C:10]([CH3:17])[CH:11]=[CH:12][C:13]=2[NH:14][C:25]([NH:44][C:45]2[S:46][CH:47]=[CH:48][N:49]=2)=[O:27])=[O:7])[CH2:5][CH2:4][CH2:3][CH2:2]1. The yield is 0.650. (2) The reactants are [C:1]([O:5][C:6]([N:8]1[C:13]2[CH:14]=[C:15]([Cl:21])[C:16]([NH:18][C:19]#[N:20])=[CH:17][C:12]=2[O:11][CH:10]([C:22](=[O:41])[N:23]([CH2:25][CH2:26][C:27]([C:39]#[N:40])([CH2:37][CH3:38])[CH2:28]/[C:29](/[CH:35]=[CH2:36])=[CH:30]/[CH:31]=[C:32](/[F:34])\[CH3:33])[CH3:24])[CH2:9]1)=[O:7])([CH3:4])([CH3:3])[CH3:2].[C:42]([O-])([O-])=O.[K+].[K+].CI. The catalyst is CN(C=O)C. The product is [C:1]([O:5][C:6]([N:8]1[C:13]2[CH:14]=[C:15]([Cl:21])[C:16]([N:18]([C:19]#[N:20])[CH3:42])=[CH:17][C:12]=2[O:11][CH:10]([C:22](=[O:41])[N:23]([CH2:25][CH2:26][C:27]([C:39]#[N:40])([CH2:37][CH3:38])[CH2:28]/[C:29](/[CH:35]=[CH2:36])=[CH:30]/[CH:31]=[C:32](/[F:34])\[CH3:33])[CH3:24])[CH2:9]1)=[O:7])([CH3:2])([CH3:3])[CH3:4]. The yield is 1.00. (3) The reactants are [Cl:1][C:2]1[CH:7]=[CH:6][C:5]([N:8]2[CH:12]=[C:11]([C:13]([O:15]CC)=[O:14])[N:10]=[C:9]2[CH2:18][CH2:19][CH3:20])=[CH:4][CH:3]=1.O.[OH-].[Li+]. The catalyst is C1COCC1.O. The yield is 0.640. The product is [Cl:1][C:2]1[CH:3]=[CH:4][C:5]([N:8]2[CH:12]=[C:11]([C:13]([OH:15])=[O:14])[N:10]=[C:9]2[CH2:18][CH2:19][CH3:20])=[CH:6][CH:7]=1. (4) The reactants are [NH2:1][CH2:2][C@@H:3]1[C@@H:11]([C@@:12]2([CH3:21])[CH2:17][CH2:16][C@H:15]([OH:18])[CH2:14][C@@H:13]2[CH2:19][OH:20])[CH2:10][CH2:9][C@@:8]2([CH3:22])[C@H:4]1[CH2:5][CH2:6][C:7]2=[CH2:23].[BH-](OC(C)=O)(OC(C)=O)OC(C)=O.[Na+].[N:38]1[CH:43]=[CH:42][C:41]([CH:44]=O)=[CH:40][CH:39]=1.[BH4-].[Na+]. The catalyst is C(Cl)Cl.CO.CO.C1COCC1. The product is [OH:20][CH2:19][C@@H:13]1[C@@:12]([CH3:21])([C@H:11]2[CH2:10][CH2:9][C@@:8]3([CH3:22])[C@@H:4]([CH2:5][CH2:6][C:7]3=[CH2:23])[C@@H:3]2[CH2:2][NH:1][CH2:44][C:41]2[CH:42]=[CH:43][N:38]=[CH:39][CH:40]=2)[CH2:17][CH2:16][C@H:15]([OH:18])[CH2:14]1. The yield is 0.300. (5) The reactants are [OH:1][C:2]1[CH:10]=[CH:9][C:8]([C:11]2[S:12][CH:13]=[CH:14][CH:15]=2)=[CH:7][C:3]=1[C:4]([OH:6])=O.[CH2:16]([O:18][C:19]([C:21]1[S:25][C:24]([NH2:26])=[N:23][C:22]=1[C:27]1[CH:32]=[CH:31][CH:30]=[CH:29][CH:28]=1)=[O:20])[CH3:17]. No catalyst specified. The product is [CH2:16]([O:18][C:19]([C:21]1[S:25][C:24]([NH:26][C:4](=[O:6])[C:3]2[CH:7]=[C:8]([C:11]3[S:12][CH:13]=[CH:14][CH:15]=3)[CH:9]=[CH:10][C:2]=2[OH:1])=[N:23][C:22]=1[C:27]1[CH:32]=[CH:31][CH:30]=[CH:29][CH:28]=1)=[O:20])[CH3:17]. The yield is 0.582. (6) The reactants are [N:1]1[CH:6]=[CH:5][CH:4]=[CH:3][C:2]=1[N:7]1[CH2:12][CH2:11][NH:10][CH2:9][CH2:8]1.[F:13][C:14]([F:27])([F:26])[C:15]1[CH:20]=[CH:19][CH:18]=[CH:17][C:16]=1[NH:21][C:22](=[O:25])[CH2:23]Cl.C(=O)([O-])[O-].[Na+].[Na+]. The catalyst is CN(C)C=O.O. The product is [N:1]1[CH:6]=[CH:5][CH:4]=[CH:3][C:2]=1[N:7]1[CH2:8][CH2:9][N:10]([CH2:23][C:22]([NH:21][C:16]2[CH:17]=[CH:18][CH:19]=[CH:20][C:15]=2[C:14]([F:13])([F:26])[F:27])=[O:25])[CH2:11][CH2:12]1. The yield is 0.750.